From a dataset of NCI-60 drug combinations with 297,098 pairs across 59 cell lines. Regression. Given two drug SMILES strings and cell line genomic features, predict the synergy score measuring deviation from expected non-interaction effect. Drug 1: CN1CCC(CC1)COC2=C(C=C3C(=C2)N=CN=C3NC4=C(C=C(C=C4)Br)F)OC. Drug 2: C1CC(=O)NC(=O)C1N2CC3=C(C2=O)C=CC=C3N. Cell line: SF-539. Synergy scores: CSS=8.20, Synergy_ZIP=-3.02, Synergy_Bliss=-0.447, Synergy_Loewe=1.30, Synergy_HSA=1.31.